From a dataset of Catalyst prediction with 721,799 reactions and 888 catalyst types from USPTO. Predict which catalyst facilitates the given reaction. (1) Reactant: [Cl:1][C:2]1[CH:3]=[C:4]([C:32]2[CH:37]=[CH:36][CH:35]=[CH:34][CH:33]=2)[CH:5]=[CH:6][C:7]=1[CH2:8][N:9]1[C:13]2[CH:14]=[C:15]([O:19][CH2:20][C:21]3[N:30]=[CH:29][CH:28]=[CH:27][C:22]=3[C:23]([O:25]C)=[O:24])[CH:16]=[C:17]([CH3:18])[C:12]=2[N:11]=[C:10]1[CH3:31].[OH-].[Na+].Cl. Product: [Cl:1][C:2]1[CH:3]=[C:4]([C:32]2[CH:37]=[CH:36][CH:35]=[CH:34][CH:33]=2)[CH:5]=[CH:6][C:7]=1[CH2:8][N:9]1[C:13]2[CH:14]=[C:15]([O:19][CH2:20][C:21]3[N:30]=[CH:29][CH:28]=[CH:27][C:22]=3[C:23]([OH:25])=[O:24])[CH:16]=[C:17]([CH3:18])[C:12]=2[N:11]=[C:10]1[CH3:31]. The catalyst class is: 8. (2) Reactant: [Br:1]N1C(=O)CCC1=O.C(OOC(=O)C1C=CC=CC=1)(=O)C1C=CC=CC=1.[F:27][C:28]1[CH:29]=[C:30]([C:38]2[O:42][N:41]=[C:40]([C:43]([O:45][CH2:46][CH3:47])=[O:44])[C:39]=2[CH3:48])[CH:31]=[CH:32][C:33]=1[C:34]([F:37])([F:36])[F:35]. Product: [Br:1][CH2:48][C:39]1[C:40]([C:43]([O:45][CH2:46][CH3:47])=[O:44])=[N:41][O:42][C:38]=1[C:30]1[CH:31]=[CH:32][C:33]([C:34]([F:37])([F:35])[F:36])=[C:28]([F:27])[CH:29]=1. The catalyst class is: 53. (3) Reactant: [CH3:1][O:2][C:3]([C:5]1[NH:6][N:7]=[C:8]([N+:10]([O-:12])=[O:11])[CH:9]=1)=[O:4].C(=O)([O-])[O-].[Cs+].[Cs+].Br[CH2:20][C:21]([O:23][C:24]([CH3:27])([CH3:26])[CH3:25])=[O:22]. Product: [CH3:1][O:2][C:3]([C:5]1[N:6]([CH2:20][C:21]([O:23][C:24]([CH3:27])([CH3:26])[CH3:25])=[O:22])[N:7]=[C:8]([N+:10]([O-:12])=[O:11])[CH:9]=1)=[O:4]. The catalyst class is: 21. (4) The catalyst class is: 3. Product: [N:16]([CH2:2][C:3]([C:5]1[C:10]2[O:11][CH2:12][C:13](=[O:15])[NH:14][C:9]=2[CH:8]=[CH:7][CH:6]=1)=[O:4])=[N+:17]=[N-:18]. Reactant: Cl[CH2:2][C:3]([C:5]1[C:10]2[O:11][CH2:12][C:13](=[O:15])[NH:14][C:9]=2[CH:8]=[CH:7][CH:6]=1)=[O:4].[N-:16]=[N+:17]=[N-:18].[Na+]. (5) Reactant: [H-].[Na+].[CH3:3][O:4][C:5]1[CH:12]=[CH:11][C:8]([CH2:9][OH:10])=[CH:7][CH:6]=1.[CH2:13]1[O:15][C@H:14]1[C:16]([F:19])([F:18])[F:17]. Product: [F:17][C:16]([F:19])([F:18])[C@H:14]([OH:15])[CH2:13][O:10][CH2:9][C:8]1[CH:11]=[CH:12][C:5]([O:4][CH3:3])=[CH:6][CH:7]=1. The catalyst class is: 20. (6) Reactant: [NH:1]([C:3]1[CH:4]=[N:5][CH:6]=[CH:7][CH:8]=1)[NH2:2].[CH3:9][O:10][C:11]1[N:16]=[CH:15][C:14]([C:17](=O)[CH2:18][C:19](=O)[C:20]([O:22][CH3:23])=[O:21])=[CH:13][CH:12]=1.C(O)(=O)C. Product: [CH3:9][O:10][C:11]1[N:16]=[CH:15][C:14]([C:17]2[N:1]([C:3]3[CH:4]=[N:5][CH:6]=[CH:7][CH:8]=3)[N:2]=[C:19]([C:20]([O:22][CH3:23])=[O:21])[CH:18]=2)=[CH:13][CH:12]=1. The catalyst class is: 5.